Dataset: Peptide-MHC class I binding affinity with 185,985 pairs from IEDB/IMGT. Task: Regression. Given a peptide amino acid sequence and an MHC pseudo amino acid sequence, predict their binding affinity value. This is MHC class I binding data. (1) The peptide sequence is ITVIDLEPIP. The MHC is HLA-A30:01 with pseudo-sequence HLA-A30:01. The binding affinity (normalized) is 0.362. (2) The peptide sequence is GPWHLGKLEI. The MHC is HLA-B51:01 with pseudo-sequence HLA-B51:01. The binding affinity (normalized) is 0.0707. (3) The peptide sequence is GIFQSSMTK. The MHC is HLA-A03:01 with pseudo-sequence HLA-A03:01. The binding affinity (normalized) is 0.802. (4) The peptide sequence is YLSGTDDEVI. The MHC is HLA-A02:02 with pseudo-sequence HLA-A02:02. The binding affinity (normalized) is 0.830. (5) The peptide sequence is DVLEIINDK. The MHC is HLA-A68:01 with pseudo-sequence HLA-A68:01. The binding affinity (normalized) is 0.392. (6) The peptide sequence is VKKLWGHLP. The MHC is HLA-A24:03 with pseudo-sequence HLA-A24:03. The binding affinity (normalized) is 0.0847. (7) The peptide sequence is FLLTRILTI. The MHC is HLA-A02:02 with pseudo-sequence HLA-A02:02. The binding affinity (normalized) is 0.466.